Task: Predict the product of the given reaction.. Dataset: Forward reaction prediction with 1.9M reactions from USPTO patents (1976-2016) (1) Given the reactants [CH3:1][O:2][CH2:3][O:4][C:5]1[CH:12]=[CH:11][CH:10]=[CH:9][C:6]=1[CH:7]=O.C(O)(=O)[CH2:14][C:15]([OH:17])=[O:16].N1CCCCC1.Cl, predict the reaction product. The product is: [CH3:1][O:2][CH2:3][O:4][C:5]1[CH:12]=[CH:11][CH:10]=[CH:9][C:6]=1[CH:7]=[CH:14][C:15]([OH:17])=[O:16]. (2) Given the reactants C1C(=O)N([Br:8])C(=O)C1.[S:9]1[CH:13]=[CH:12][C:11]([CH2:14][CH2:15][OH:16])=[CH:10]1.C(Cl)Cl.O, predict the reaction product. The product is: [Br:8][C:10]1[S:9][CH:13]=[CH:12][C:11]=1[CH2:14][CH2:15][OH:16].